Dataset: Reaction yield outcomes from USPTO patents with 853,638 reactions. Task: Predict the reaction yield, written as a fraction of the theoretical maximum amount of product (1.0 means a 100% yield; for example, 0.34 means a 34% yield). (1) The reactants are [Br:1][C:2]1[CH:11]=[C:10]2[C:5]([CH2:6][C:7]([CH3:25])([CH3:24])[CH2:8][C:9]2([CH2:19][C:20]([O:22][CH3:23])=[O:21])[NH:12]S(C(C)(C)C)=O)=[CH:4][CH:3]=1.Cl. The catalyst is O1CCOCC1. The product is [NH2:12][C:9]1([CH2:19][C:20]([O:22][CH3:23])=[O:21])[C:10]2[C:5](=[CH:4][CH:3]=[C:2]([Br:1])[CH:11]=2)[CH2:6][C:7]([CH3:24])([CH3:25])[CH2:8]1. The yield is 0.988. (2) The reactants are [NH2:1][CH:2]([C:7]1[CH:12]=[CH:11][C:10]([O:13][CH:14]([F:16])[F:15])=[C:9]([O:17][CH2:18][CH:19]2[CH2:21][CH2:20]2)[CH:8]=1)[CH2:3][C:4]([OH:6])=[O:5].[C:22]([Cl:25])(=O)C. The catalyst is CO. The product is [ClH:25].[CH3:22][O:5][C:4](=[O:6])[CH2:3][CH:2]([NH2:1])[C:7]1[CH:12]=[CH:11][C:10]([O:13][CH:14]([F:16])[F:15])=[C:9]([O:17][CH2:18][CH:19]2[CH2:21][CH2:20]2)[CH:8]=1. The yield is 0.900.